Dataset: Full USPTO retrosynthesis dataset with 1.9M reactions from patents (1976-2016). Task: Predict the reactants needed to synthesize the given product. (1) Given the product [CH3:17][CH2:18][CH2:9][CH:10]([CH3:11])[CH3:15].[CH:9]([OH:8])([CH3:18])[CH3:10], predict the reactants needed to synthesize it. The reactants are: [Si]([O:8][C@H:9]1[CH2:18][C:17](C)(C)C[C:15]2N=C(C(C)C)C([C@@H](F)C3C=CC(C(F)(F)F)=CC=3)=[C:11](C3CCCCC3)[C:10]1=2)(C(C)(C)C)(C)C. (2) Given the product [CH2:28]([O:35][C:36]1[CH:37]=[CH:38][C:39]([C@@H:47]([O:63][Si:64]([CH3:66])([CH3:65])[C:67]([CH3:70])([CH3:69])[CH3:68])[CH2:48][N:49]([C:50]([O:51][C:52]([CH3:53])([CH3:54])[CH3:55])=[O:56])[CH2:57][CH2:58][CH2:59][CH2:60][CH2:22][O:21][C:20]([NH:1][C:2]2[CH:3]=[C:4]([C:8]([OH:19])([C:13]3[CH:14]=[CH:15][CH:16]=[CH:17][CH:18]=3)[C:9]([O:11][CH3:12])=[O:10])[CH:5]=[CH:6][CH:7]=2)=[O:26])=[C:40]2[C:45]=1[NH:44][C:43](=[O:46])[CH:42]=[CH:41]2)[C:29]1[CH:34]=[CH:33][CH:32]=[CH:31][CH:30]=1, predict the reactants needed to synthesize it. The reactants are: [NH2:1][C:2]1[CH:3]=[C:4]([C:8]([OH:19])([C:13]2[CH:18]=[CH:17][CH:16]=[CH:15][CH:14]=2)[C:9]([O:11][CH3:12])=[O:10])[CH:5]=[CH:6][CH:7]=1.[C:20](Cl)(=[O:26])[O:21][C:22](Cl)(Cl)Cl.[CH2:28]([O:35][C:36]1[CH:37]=[CH:38][C:39]([C@@H:47]([O:63][Si:64]([C:67]([CH3:70])([CH3:69])[CH3:68])([CH3:66])[CH3:65])[CH2:48][N:49]([CH2:57][CH2:58][CH2:59][CH2:60]CO)[C:50](=[O:56])[O:51][C:52]([CH3:55])([CH3:54])[CH3:53])=[C:40]2[C:45]=1[NH:44][C:43](=[O:46])[CH:42]=[CH:41]2)[C:29]1[CH:34]=[CH:33][CH:32]=[CH:31][CH:30]=1. (3) Given the product [Cl:19][C:17]1[CH:18]=[C:13]2[C:12](=[O:22])[C:11]3[C:23]([F:24])=[C:7]([NH:38][S:35]([N:34]([CH2:33][CH:28]4[CH2:29][O:30][CH2:31][CH2:32][O:27]4)[CH3:39])(=[O:36])=[O:37])[CH:8]=[CH:9][C:10]=3[CH:21]=[CH:20][C:14]2=[N:15][CH:16]=1, predict the reactants needed to synthesize it. The reactants are: FC(F)(F)S(O[C:7]1[CH:8]=[CH:9][C:10]2[CH:21]=[CH:20][C:14]3=[N:15][CH:16]=[C:17]([Cl:19])[CH:18]=[C:13]3[C:12](=[O:22])[C:11]=2[C:23]=1[F:24])(=O)=O.[O:27]1[CH2:32][CH2:31][O:30][CH2:29][CH:28]1[CH2:33][N:34]([CH3:39])[S:35]([NH2:38])(=[O:37])=[O:36].CC1(C)C2C(=C(P(C3C=CC=CC=3)C3C=CC=CC=3)C=CC=2)OC2C(P(C3C=CC=CC=3)C3C=CC=CC=3)=CC=CC1=2.[O-]P([O-])([O-])=O.[K+].[K+].[K+]. (4) Given the product [C:19]([C:16]1[CH:17]=[C:18]2[C:13](=[CH:14][CH:15]=1)[N:12]([S:21]([C:24]1[CH:29]=[CH:28][C:27]([O:30][CH3:31])=[CH:26][C:25]=1[O:32][CH3:33])(=[O:22])=[O:23])[C:11](=[O:34])[C:10]2([NH:9][C:8]([N:55]1[CH2:54][CH2:53][N:52]([CH:49]2[CH2:50][CH2:51][N:46]([CH3:45])[CH2:47][CH2:48]2)[CH2:57][CH2:56]1)=[O:44])[C:35]1[C:36]([O:41][CH2:42][CH3:43])=[N:37][CH:38]=[CH:39][CH:40]=1)#[N:20], predict the reactants needed to synthesize it. The reactants are: C1(O[C:8](=[O:44])[NH:9][C:10]2([C:35]3[C:36]([O:41][CH2:42][CH3:43])=[N:37][CH:38]=[CH:39][CH:40]=3)[C:18]3[C:13](=[CH:14][CH:15]=[C:16]([C:19]#[N:20])[CH:17]=3)[N:12]([S:21]([C:24]3[CH:29]=[CH:28][C:27]([O:30][CH3:31])=[CH:26][C:25]=3[O:32][CH3:33])(=[O:23])=[O:22])[C:11]2=[O:34])C=CC=CC=1.[CH3:45][N:46]1[CH2:51][CH2:50][CH:49]([N:52]2[CH2:57][CH2:56][NH:55][CH2:54][CH2:53]2)[CH2:48][CH2:47]1.C1COCC1.C(O)(C(F)(F)F)=O. (5) Given the product [C@@H:6]1([O:24][C:25]2[C:29]([CH2:30][C:31]3[CH:36]=[CH:35][C:34]([O:37][CH2:38][CH2:39][C:40](=[O:48])[NH:41][C:42]([C:45](=[O:46])[NH:53][CH2:54][CH2:55][CH2:56][OH:57])([CH3:44])[CH3:43])=[CH:33][C:32]=3[CH3:49])=[C:28]([CH:50]([CH3:52])[CH3:51])[NH:27][N:26]=2)[O:7][C@H:8]([CH2:19][OH:20])[C@@H:9]([OH:15])[C@H:10]([OH:11])[C@H:5]1[OH:4], predict the reactants needed to synthesize it. The reactants are: C([O:4][C@@H:5]1[C@@H:10]([O:11]C(=O)C)[C@H:9]([O:15]C(=O)C)[C@@H:8]([CH2:19][O:20]C(=O)C)[O:7][C@H:6]1[O:24][C:25]1[C:29]([CH2:30][C:31]2[CH:36]=[CH:35][C:34]([O:37][CH2:38][CH2:39][C:40](=[O:48])[NH:41][C:42]([C:45](O)=[O:46])([CH3:44])[CH3:43])=[CH:33][C:32]=2[CH3:49])=[C:28]([CH:50]([CH3:52])[CH3:51])[NH:27][N:26]=1)(=O)C.[NH2:53][CH2:54][CH2:55][CH2:56][OH:57].NC(C)(C)C(N)=O.